This data is from Full USPTO retrosynthesis dataset with 1.9M reactions from patents (1976-2016). The task is: Predict the reactants needed to synthesize the given product. (1) The reactants are: [CH3:1][N:2]1[C:6](=[O:7])[O:5][N:4]=[C:3]1/[C:8](=[N:15]\[O:16][CH2:17][C:18]1[N:23]=[C:22]([NH:24][C:25](=[O:31])[O:26][C:27]([CH3:30])([CH3:29])[CH3:28])[CH:21]=[CH:20][CH:19]=1)/[C:9]1[CH:14]=[CH:13][CH:12]=[CH:11][CH:10]=1.[H-].[Na+].Br[CH2:35][CH2:36][CH:37]1[CH2:42][CH2:41][CH2:40][CH2:39][CH2:38]1. Given the product [CH:37]1([CH2:36][CH2:35][N:24]([C:22]2[CH:21]=[CH:20][CH:19]=[C:18]([CH2:17][O:16]/[N:15]=[C:8](\[C:3]3[N:2]([CH3:1])[C:6](=[O:7])[O:5][N:4]=3)/[C:9]3[CH:10]=[CH:11][CH:12]=[CH:13][CH:14]=3)[N:23]=2)[C:25](=[O:31])[O:26][C:27]([CH3:28])([CH3:30])[CH3:29])[CH2:42][CH2:41][CH2:40][CH2:39][CH2:38]1, predict the reactants needed to synthesize it. (2) Given the product [Cl:16][S:17]([C:12]1[CH:11]=[CH:10][C:9]([O:8][CH2:7][C:2]([CH3:15])([CH3:1])[C:3]([O:5][CH3:6])=[O:4])=[CH:14][CH:13]=1)(=[O:19])=[O:18], predict the reactants needed to synthesize it. The reactants are: [CH3:1][C:2]([CH3:15])([CH2:7][O:8][C:9]1[CH:14]=[CH:13][CH:12]=[CH:11][CH:10]=1)[C:3]([O:5][CH3:6])=[O:4].[Cl:16][S:17](O)(=[O:19])=[O:18].ClCCl. (3) Given the product [Cl:21][C:22]1[C:30]([Cl:31])=[CH:29][CH:28]=[CH:27][C:23]=1[C:24]1[O:15][N:14]=[C:13]([CH2:12][N:8]2[C:9]3[C:5](=[C:4]([C:17]([F:19])([F:20])[F:18])[C:3]([C:1]#[N:2])=[CH:11][CH:10]=3)[CH:6]=[CH:7]2)[N:16]=1, predict the reactants needed to synthesize it. The reactants are: [C:1]([C:3]1[C:4]([C:17]([F:20])([F:19])[F:18])=[C:5]2[C:9](=[CH:10][CH:11]=1)[N:8]([CH2:12][C:13](=[NH:16])[NH:14][OH:15])[CH:7]=[CH:6]2)#[N:2].[Cl:21][C:22]1[C:30]([Cl:31])=[CH:29][CH:28]=[CH:27][C:23]=1[C:24](O)=O. (4) Given the product [Cl:1][C:2]1[CH:9]=[C:8]([O:10][CH2:13][CH2:14][N:15]([CH3:17])[CH3:16])[CH:7]=[CH:6][C:3]=1[CH:4]=[O:5], predict the reactants needed to synthesize it. The reactants are: [Cl:1][C:2]1[CH:9]=[C:8]([OH:10])[CH:7]=[CH:6][C:3]=1[CH:4]=[O:5].Cl.Cl[CH2:13][CH2:14][N:15]([CH3:17])[CH3:16].C(=O)([O-])[O-].[K+].[K+]. (5) Given the product [CH3:13][O:12][C:5]1[CH:6]=[C:7]([O:10][CH3:11])[CH:8]=[CH:9][C:4]=1[C:3]1[N:14]=[C:26]([C:21]2[S:22][C:23]([CH3:25])=[C:24]3[C:20]=2[CH2:19][C@H:18]2[C:16]([CH3:29])([CH3:15])[C@H:17]23)[O:1][N:2]=1, predict the reactants needed to synthesize it. The reactants are: [OH:1][NH:2][C:3](=[NH:14])[C:4]1[CH:9]=[CH:8][C:7]([O:10][CH3:11])=[CH:6][C:5]=1[O:12][CH3:13].[CH3:15][C:16]1([CH3:29])[C@@H:18]2[CH2:19][C:20]3[C:24]([C@H:17]12)=[C:23]([CH3:25])[S:22][C:21]=3[C:26](O)=O.CN(C(ON1N=NC2C=CC=CC1=2)=[N+](C)C)C.[B-](F)(F)(F)F.CCN(C(C)C)C(C)C. (6) The reactants are: [I:1]Cl.[CH3:3][O:4][C:5]1[CH:10]=[CH:9][CH:8]=[CH:7][C:6]=1[CH2:11][CH2:12][CH2:13][OH:14]. Given the product [I:1][C:8]1[CH:9]=[CH:10][C:5]([O:4][CH3:3])=[C:6]([CH2:11][CH2:12][CH2:13][OH:14])[CH:7]=1, predict the reactants needed to synthesize it.